Dataset: Reaction yield outcomes from USPTO patents with 853,638 reactions. Task: Predict the reaction yield, written as a fraction of the theoretical maximum amount of product (1.0 means a 100% yield; for example, 0.34 means a 34% yield). (1) The reactants are [H-].[Na+].O1CCC[CH2:4]1.[CH3:8][CH:9]([CH3:17])[CH2:10][C:11](=[O:16])[CH2:12][C:13](=[O:15])[CH3:14].IC. The catalyst is O. The product is [CH3:4][CH:12]([C:11](=[O:16])[CH2:10][CH:9]([CH3:17])[CH3:8])[C:13](=[O:15])[CH3:14]. The yield is 0.940. (2) The yield is 0.640. The product is [O:13]1[C:14]2[CH:19]=[CH:18][CH:17]=[CH:16][C:15]=2[C:11]([C@H:8]2[CH2:7][CH2:6][C@H:5]([C:3]([OH:4])=[O:2])[CH2:10][CH2:9]2)=[N:12]1. The catalyst is O1CCOCC1. The reactants are C[O:2][C:3]([C@H:5]1[CH2:10][CH2:9][C@H:8]([C:11]2[C:15]3[CH:16]=[CH:17][CH:18]=[CH:19][C:14]=3[O:13][N:12]=2)[CH2:7][CH2:6]1)=[O:4].[OH-].[Na+].Cl.